The task is: Predict which catalyst facilitates the given reaction.. This data is from Catalyst prediction with 721,799 reactions and 888 catalyst types from USPTO. Reactant: C([O:3][C:4](=O)[CH2:5][N:6]1[CH2:11][CH2:10][CH2:9][CH2:8][CH:7]1[CH3:12])C.[H-].[Al+3].[Li+].[H-].[H-].[H-]. Product: [CH3:12][CH:7]1[CH2:8][CH2:9][CH2:10][CH2:11][N:6]1[CH2:5][CH2:4][OH:3]. The catalyst class is: 1.